Dataset: Experimentally validated miRNA-target interactions with 360,000+ pairs, plus equal number of negative samples. Task: Binary Classification. Given a miRNA mature sequence and a target amino acid sequence, predict their likelihood of interaction. (1) The miRNA is hsa-miR-491-5p with sequence AGUGGGGAACCCUUCCAUGAGG. The protein sequence of the target gene is MDDQDPGGISPLQQMVASGAGAVVTSLFMTPLDVVKVRLQSQRPSATSELTTPSRFWSLSYTKSSSALQSPGKCLLYCNGVLEPLYLCPNGTRCATWFQDPTRFTGTLDAFVKIVRHEGTRTLWSGLPATLVMTVPATAIYFTAYDQLKAFLCGQSLTSDLYAPMVAGALARMGTVTVVSPLELVRTKLQAQHVSYRELASSVQAAVTQGGWRSLWLGWGPTALRDVPFSALYWFNYELVKSWLSGLRPKDQTSVGISFVAGGISGMVAATLTLPFDVVKTQRQMSLGAVEAVRVKPPRV.... Result: 0 (no interaction). (2) The protein sequence of the target gene is MTTEVGSVSEVKKDSSQLGTDATKEKPKEVAENQQNQSSDPEEEKGSQPPPAAESQSSLRRQKREKETSESRGISRFIPPWLKKQKSYTLVVAKDGGDKKEPTQAVVEEQVLDKEEPLPEEQRQAKGDAEEMAQKKQEIKVEVKEEKPSVSKEEKPSVSKVEMQPTELVSKEREEKVKETQEDKLEGGAAKRETKEVQTNELKAEKASQKVTKKTKTVQCKVTLLDGTEYSCDLEKHAKGQVLFDKVCEHLNLLEKDYFGLLFQESPEQKNWLDPAKEIKRQLRNLPWLFTFNVKFYPPD.... The miRNA is hsa-miR-4468 with sequence AGAGCAGAAGGAUGAGAU. Result: 0 (no interaction). (3) The miRNA is hsa-miR-6837-5p with sequence ACCAGGGCCAGCAGGGAAUGU. The protein sequence of the target gene is MEGVSALLARCPTAGLAGGLGVTACAAAGVLLYRIARRMKPTHTMVNCWFCNQDTLVPYGNRNCWDCPHCEQYNGFQENGDYNKPIPAQYLEHLNHVVSSAPSLRDPSQPQQWVSSQVLLCKRCNHHQTTKIKQLAAFAPREEGRYDEEVEVYRHHLEQMYKLCRPCQAAVEYYIKHQNRQLRALLLSHQFKRREADQTHAQNFSSAVKSPVQVILLRALAFLACAFLLTTALYGASGHFAPGTTVPLALPPGGNGSATPDNGTTPGAEGWRQLLGLLPEHMAEKLCEAWAFGQSHQTGV.... Result: 0 (no interaction). (4) The miRNA is gga-let-7b with sequence UGAGGUAGUAGGUUGUGUGGUU. The protein sequence of the target gene is MAATVEGPELEAAAAAGDASEDSDAGSRALPFLGGNRLSLDLYPGGCQQLLHLCVQQPLQLLQVEFLRLSTHEDPQLLEATLAQLPQSLSCLRSLVLKGGQRRDTLGACLRGALTNLPAGLSGLAHLAHLDLSFNSLETLPACVLQMRGLGALLLSHNCLSELPEALGALPALTFLTVTHNRLQTLPPALGALSTLQRLDLSQNLLDTLPPEIGGLGSLLELNLASNRLQSLPASLAGLRSLRLLVLHSNLLASVPADLARLPLLTRLDLRDNQLRDLPPELLDAPFVRLQGNPLGEASP.... Result: 0 (no interaction).